This data is from Forward reaction prediction with 1.9M reactions from USPTO patents (1976-2016). The task is: Predict the product of the given reaction. (1) The product is: [CH2:16]([O:15][C:11](=[O:14])[CH:12]=[CH:13][C:2]1[CH:3]=[C:4]([CH:8]=[CH:9][CH:10]=1)[C:5]([OH:7])=[O:6])[CH3:17]. Given the reactants I[C:2]1[CH:3]=[C:4]([CH:8]=[CH:9][CH:10]=1)[C:5]([OH:7])=[O:6].[C:11]([O:15][CH2:16][CH3:17])(=[O:14])[CH:12]=[CH2:13], predict the reaction product. (2) Given the reactants Br[C:2]1[C:11]2[CH2:10][CH2:9][CH2:8][C@@H:7]([NH2:12])[C:6]=2[CH:5]=[N:4][CH:3]=1.[CH3:13][N:14]1[C:23]2[C:18](=[CH:19][C:20](B3OC(C)(C)C(C)(C)O3)=[CH:21][CH:22]=2)[CH2:17][CH2:16][C:15]1=[O:33], predict the reaction product. The product is: [NH2:12][C@H:7]1[C:6]2[CH:5]=[N:4][CH:3]=[C:2]([C:20]3[CH:19]=[C:18]4[C:23](=[CH:22][CH:21]=3)[N:14]([CH3:13])[C:15](=[O:33])[CH2:16][CH2:17]4)[C:11]=2[CH2:10][CH2:9][CH2:8]1. (3) Given the reactants [Cl:1][C:2]1[CH:7]=[CH:6][CH:5]=[CH:4][C:3]=1[C:8]1[CH:19]=[C:18]2[C:14]([CH:15]=[CH:16][N:17]2[CH3:20])=[C:13]2[C:9]=1[C:10](=[O:22])[NH:11][C:12]2=[O:21].[CH3:23][NH:24][CH3:25].[CH2:26]=O, predict the reaction product. The product is: [Cl:1][C:2]1[CH:7]=[CH:6][CH:5]=[CH:4][C:3]=1[C:8]1[CH:19]=[C:18]2[C:14]([C:15]([CH2:23][N:24]([CH3:26])[CH3:25])=[CH:16][N:17]2[CH3:20])=[C:13]2[C:9]=1[C:10](=[O:22])[NH:11][C:12]2=[O:21]. (4) Given the reactants Cl[C:2]1[CH:3]=[C:4]([CH:8]=[CH:9][C:10]=1Cl)[C:5]([OH:7])=[O:6].[F:12][C:13]([F:24])([F:23])[C:14]1[CH:19]=[CH:18][C:17](B(O)O)=[CH:16][CH:15]=1.P([O-])([O-])([O-])=O.[K+].[K+].[K+], predict the reaction product. The product is: [F:12][C:13]([F:24])([F:23])[C:14]1[CH:19]=[CH:18][C:17]([C:2]2[CH:3]=[C:4]([CH:8]=[CH:9][C:10]=2[C:17]2[CH:18]=[CH:19][C:14]([C:13]([F:24])([F:23])[F:12])=[CH:15][CH:16]=2)[C:5]([OH:7])=[O:6])=[CH:16][CH:15]=1. (5) Given the reactants [Cl:1][C:2]1[C:7]2[C:8]3[N:13]([CH:14]([CH:16]([CH3:18])[CH3:17])[CH2:15][C:6]=2[CH:5]=[C:4]([O:25][CH2:26][CH2:27][CH2:28][O:29][CH3:30])[C:3]=1[F:31])[CH:12]=[C:11]([C:19]([O:21]CC)=[O:20])[C:10](=[O:24])[CH:9]=3.[Li+].[OH-].Cl, predict the reaction product. The product is: [Cl:1][C:2]1[C:7]2[C:8]3[N:13]([CH:14]([CH:16]([CH3:17])[CH3:18])[CH2:15][C:6]=2[CH:5]=[C:4]([O:25][CH2:26][CH2:27][CH2:28][O:29][CH3:30])[C:3]=1[F:31])[CH:12]=[C:11]([C:19]([OH:21])=[O:20])[C:10](=[O:24])[CH:9]=3. (6) Given the reactants Br[C:2]1[CH:23]=[CH:22][C:5]2[O:6][C:7]([CH3:21])([CH3:20])[CH2:8][N:9]([S:10]([C:13]3[CH:18]=[CH:17][C:16]([F:19])=[CH:15][CH:14]=3)(=[O:12])=[O:11])[C:4]=2[CH:3]=1.C(=[NH:37])(C1C=CC=CC=1)C1C=CC=CC=1.C(=O)([O-])[O-].[Cs+].[Cs+], predict the reaction product. The product is: [F:19][C:16]1[CH:17]=[CH:18][C:13]([S:10]([N:9]2[CH2:8][C:7]([CH3:21])([CH3:20])[O:6][C:5]3[CH:22]=[CH:23][C:2]([NH2:37])=[CH:3][C:4]2=3)(=[O:12])=[O:11])=[CH:14][CH:15]=1.